This data is from Forward reaction prediction with 1.9M reactions from USPTO patents (1976-2016). The task is: Predict the product of the given reaction. (1) Given the reactants N1C=CN=C1.[Si:6](Cl)([C:9]([CH3:12])([CH3:11])[CH3:10])([CH3:8])[CH3:7].[Br:14][CH2:15][CH:16]([OH:19])[CH:17]=[CH2:18].O, predict the reaction product. The product is: [Br:14][CH2:15][CH:16]([O:19][Si:6]([C:9]([CH3:12])([CH3:11])[CH3:10])([CH3:8])[CH3:7])[CH:17]=[CH2:18]. (2) Given the reactants O[CH:2]([CH3:17])[CH2:3][C:4]([CH:6]1[C:15](=[CH2:16])[CH:14]=[CH:13][CH2:12][C:7]21[CH2:11][CH2:10][CH2:9][CH2:8]2)=[O:5].C(OC(=O)C)(=O)C.C([O-])(=O)C.[Na+], predict the reaction product. The product is: [CH2:16]=[C:15]1[CH:14]=[CH:13][CH2:12][C:7]2([CH2:11][CH2:10][CH2:9][CH2:8]2)[CH:6]1[C:4](=[O:5])/[CH:3]=[CH:2]/[CH3:17]. (3) Given the reactants C[Si](S[Si](C)(C)C)(C)C.[Si](O[S:15]([C:18](F)(F)F)(=O)=O)(C)(C)C.[CH2:22]1[O:28][C@@H]2[O:29][C@H:23]1[C@@H:24]([OH:32])[C@H:25]([OH:31])[C@H:26]2[OH:30], predict the reaction product. The product is: [C@H:18]1([SH:15])[O:31][C@H:25]([CH2:26][OH:30])[C@@H:24]([OH:32])[C@H:23]([OH:29])[C@H:22]1[OH:28]. (4) Given the reactants [CH2:1]1[CH2:14][O:13][C:8]23[O:9][CH2:10][CH2:11][O:12][C:3]2([C@:4]2([CH2:27][CH2:26][C@H:25]4[C@@H:15]([C@H:16](CN)[CH2:17][CH:18]5[C@:23]4([CH3:24])[CH2:22][CH2:21][CH2:20][CH2:19]5)[C@@H:6]2[CH2:7]3)[CH3:5])[O:2]1.C1COC23OCCOC2([C@]2(CC[C@H]4[C@@H](C[C@H]([NH:57][CH:58]=[O:59])C5[C@]4(C)CCCC5)[C@@H]2C3)C)O1, predict the reaction product. The product is: [CH2:1]1[CH2:14][O:13][C:8]23[O:9][CH2:10][CH2:11][O:12][C:3]2([C@:4]2([CH2:27][CH2:26][C@H:25]4[C@@H:15]([C@H:16]([NH:57][CH:58]=[O:59])[CH2:17][CH:18]5[C@:23]4([CH3:24])[CH2:22][CH2:21][CH2:20][CH2:19]5)[C@@H:6]2[CH2:7]3)[CH3:5])[O:2]1. (5) Given the reactants [NH2:1][C:2]([NH:4][C:5]1[S:6][C:7](Br)=[CH:8][C:9]=1[C:10]([O:12][CH3:13])=[O:11])=[O:3].[N:15]1[CH:20]=[CH:19][C:18]([Sn](CCCC)(CCCC)CCCC)=[CH:17][CH:16]=1, predict the reaction product. The product is: [NH2:1][C:2]([NH:4][C:5]1[S:6][C:7]([C:18]2[CH:19]=[CH:20][N:15]=[CH:16][CH:17]=2)=[CH:8][C:9]=1[C:10]([O:12][CH3:13])=[O:11])=[O:3]. (6) Given the reactants [CH2:1]([N:8]1[C:12]2[CH:13]=[C:14]3[C:18](=[CH:19][C:11]=2[NH:10][C:9]1=[O:20])[NH:17][N:16]=[CH:15]3)[C:2]1[CH:7]=[CH:6][CH:5]=[CH:4][CH:3]=1.[OH-].[K+].C1C(=O)N([I:30])C(=O)C1, predict the reaction product. The product is: [CH2:1]([N:8]1[C:12]2[CH:13]=[C:14]3[C:18](=[CH:19][C:11]=2[NH:10][C:9]1=[O:20])[NH:17][N:16]=[C:15]3[I:30])[C:2]1[CH:3]=[CH:4][CH:5]=[CH:6][CH:7]=1. (7) Given the reactants [F:1][C:2]([Si](C)(C)C)([F:4])[F:3].[CH3:9][C:10]1[CH:15]=[C:14]([C:16](=[O:25])[CH:17]([C:19]2[CH:24]=[CH:23][CH:22]=[CH:21][CH:20]=2)[CH3:18])[CH:13]=[CH:12][N:11]=1.O.O.O.[F-].C([N+](CCCC)(CCCC)CCCC)CCC, predict the reaction product. The product is: [F:1][C:2]([F:4])([F:3])[C:16]([C:14]1[CH:13]=[CH:12][N:11]=[C:10]([CH3:9])[CH:15]=1)([OH:25])[CH:17]([C:19]1[CH:20]=[CH:21][CH:22]=[CH:23][CH:24]=1)[CH3:18]. (8) Given the reactants [Cl:1][C:2]1[C:7]2[CH:8]=[N:9][NH:10][C:6]=2[CH:5]=[CH:4][N:3]=1.Br[CH2:12][C:13]1[CH:24]=[CH:23][C:16]([CH2:17][N:18]2[CH:22]=[CH:21][CH:20]=[N:19]2)=[CH:15][CH:14]=1.C([O-])([O-])=O.[Cs+].[Cs+], predict the reaction product. The product is: [N:18]1([CH2:17][C:16]2[CH:23]=[CH:24][C:13]([CH2:12][N:10]3[C:6]4[CH:5]=[CH:4][N:3]=[C:2]([Cl:1])[C:7]=4[CH:8]=[N:9]3)=[CH:14][CH:15]=2)[CH:22]=[CH:21][CH:20]=[N:19]1.[N:18]1([CH2:17][C:16]2[CH:23]=[CH:24][C:13]([CH2:12][N:9]3[CH:8]=[C:7]4[C:2]([Cl:1])=[N:3][CH:4]=[CH:5][C:6]4=[N:10]3)=[CH:14][CH:15]=2)[CH:22]=[CH:21][CH:20]=[N:19]1.